From a dataset of CYP2C19 inhibition data for predicting drug metabolism from PubChem BioAssay. Regression/Classification. Given a drug SMILES string, predict its absorption, distribution, metabolism, or excretion properties. Task type varies by dataset: regression for continuous measurements (e.g., permeability, clearance, half-life) or binary classification for categorical outcomes (e.g., BBB penetration, CYP inhibition). Dataset: cyp2c19_veith. (1) The compound is CO[C@H]1C[C@@H]2C[C@H](O)C[C@@H](CC(=O)O[C@@H](/C=C\CC(C)C)C[C@@H]3CC[C@H](C)[C@@H](C1)O3)O2. The result is 0 (non-inhibitor). (2) The compound is COC(=O)[C@H]1C(=O)[C@H](C(=O)OC)[C@H]2CC[C@@H]1N2C.O=C(O)C(=O)O. The result is 0 (non-inhibitor). (3) The compound is Cc1nc(CN2CCCCC2)c(O)c(=O)[nH]1. The result is 0 (non-inhibitor). (4) The compound is COc1cc(/C=C2/C(=N)N3C=CSC3=NC2=O)ccc1OCCCOc1ccccc1C. The result is 1 (inhibitor). (5) The molecule is COc1cccc(/C=N/NC(=O)c2cc(-c3cccn3C)n[nH]2)c1. The result is 1 (inhibitor). (6) The compound is CN1CCC[C@@H]1c1cccnc1.O=C(O)[C@@H](O)[C@@H](O)C(=O)O.O=C(O)[C@@H](O)[C@@H](O)C(=O)O. The result is 0 (non-inhibitor).